This data is from Forward reaction prediction with 1.9M reactions from USPTO patents (1976-2016). The task is: Predict the product of the given reaction. Given the reactants [F:1][C:2]([F:20])([F:19])[CH2:3][S:4][CH2:5][C:6]1([O:18][CH2:17][CH2:16][O:15]1)[C:7]1[CH:14]=[CH:13][C:10]([C:11]#[N:12])=[CH:9][CH:8]=1, predict the reaction product. The product is: [F:20][C:2]([F:1])([F:19])[CH2:3][S:4][CH2:5][C:6]1([O:15][CH2:16][CH2:17][O:18]1)[C:7]1[CH:8]=[CH:9][C:10]([CH2:11][NH2:12])=[CH:13][CH:14]=1.